Dataset: Full USPTO retrosynthesis dataset with 1.9M reactions from patents (1976-2016). Task: Predict the reactants needed to synthesize the given product. Given the product [CH3:46][CH:45]([CH3:47])[CH2:44][CH:43]([NH:48][C:49](=[O:58])[O:50][CH2:51][C:52]1[CH:53]=[CH:54][CH:55]=[CH:56][CH:57]=1)[C:41](=[O:42])[NH:40][CH:31]([CH2:32][CH2:33][C:34]1[CH:35]=[CH:36][CH:37]=[CH:38][CH:39]=1)[CH:29]=[C:2]([CH3:4])[CH3:3], predict the reactants needed to synthesize it. The reactants are: [I-].[CH:2]([P+](C1C=CC=CC=1)(C1C=CC=CC=1)C1C=CC=CC=1)([CH3:4])[CH3:3].C([Li])CCC.[CH:29]([CH:31]([NH:40][C:41]([CH:43]([NH:48][C:49](=[O:58])[O:50][CH2:51][C:52]1[CH:57]=[CH:56][CH:55]=[CH:54][CH:53]=1)[CH2:44][CH:45]([CH3:47])[CH3:46])=[O:42])[CH2:32][CH2:33][C:34]1[CH:39]=[CH:38][CH:37]=[CH:36][CH:35]=1)=O.